Dataset: Drug-induced liver injury (DILI) classification data. Task: Regression/Classification. Given a drug SMILES string, predict its toxicity properties. Task type varies by dataset: regression for continuous values (e.g., LD50, hERG inhibition percentage) or binary classification for toxic/non-toxic outcomes (e.g., AMES mutagenicity, cardiotoxicity, hepatotoxicity). Dataset: dili. (1) The result is 1 (causes liver injury). The compound is Cc1c(C)c2c(c(C)c1O)CCC(C)(COc1ccc(CC3SC(=O)NC3=O)cc1)O2. (2) The molecule is COc1ccccc1OCC(O)CO. The result is 0 (no liver injury). (3) The molecule is CN1c2c(oc(=O)n(-c3ccccn3)c2=O)-c2ccccc2S1(=O)=O. The result is 1 (causes liver injury). (4) The drug is OCC(O)C(O)C(O)C(O)CO. The result is 0 (no liver injury). (5) The molecule is Cc1cc(C(=O)NNCc2ccccc2)no1. The result is 1 (causes liver injury). (6) The drug is OCCOCCN1CCN(C(c2ccccc2)c2ccc(Cl)cc2)CC1. The result is 0 (no liver injury).